This data is from Full USPTO retrosynthesis dataset with 1.9M reactions from patents (1976-2016). The task is: Predict the reactants needed to synthesize the given product. (1) Given the product [C:1]([O:5][C:6]([N:8]1[CH2:13][CH2:12][CH:11]([NH:14][C:15]2[N:20]=[CH:19][C:18]([OH:23])=[CH:17][N:16]=2)[CH2:10][CH2:9]1)=[O:7])([CH3:4])([CH3:3])[CH3:2], predict the reactants needed to synthesize it. The reactants are: [C:1]([O:5][C:6]([N:8]1[CH2:13][CH2:12][CH:11]([NH:14][C:15]2[N:20]=[CH:19][C:18](Br)=[CH:17][N:16]=2)[CH2:10][CH2:9]1)=[O:7])([CH3:4])([CH3:3])[CH3:2].B1(B2OC(C)(C)C(C)(C)O2)OC(C)(C)C(C)(C)[O:23]1.C([O-])(=O)C.[K+].C(O)(=O)C.OO.O. (2) Given the product [CH:6]1[C:7]([CH2:8][C:9]2[C:17]3[C:12](=[C:13]([OH:19])[CH:14]=[C:15]([OH:18])[CH:16]=3)[C@H:11]([C:17]3[CH:16]=[C:15]([OH:18])[CH:14]=[C:13]([OH:19])[CH:12]=3)[C:10]=2[C:7]2[CH:2]=[CH:3][C:4]([OH:35])=[CH:5][CH:6]=2)=[CH:2][CH:3]=[C:4]([OH:35])[CH:5]=1, predict the reactants needed to synthesize it. The reactants are: Cl.[CH:2]1[C:7](/[CH:8]=[C:9]2\[C@@H:10](C3C=C(O)C=C(O)C=3)[C@H:11](C3C=CC(O)=CC=3)[C:12]3[C:17]\2=[CH:16][C:15]([OH:18])=[CH:14][C:13]=3[OH:19])=[CH:6][CH:5]=[C:4]([OH:35])[CH:3]=1.